Task: Regression. Given a peptide amino acid sequence and an MHC pseudo amino acid sequence, predict their binding affinity value. This is MHC class II binding data.. Dataset: Peptide-MHC class II binding affinity with 134,281 pairs from IEDB (1) The peptide sequence is NKAGVRIYVDIVLNH. The MHC is HLA-DQA10104-DQB10503 with pseudo-sequence HLA-DQA10104-DQB10503. The binding affinity (normalized) is 0.168. (2) The peptide sequence is EEDKENALSLLDKIYT. The MHC is HLA-DQA10501-DQB10201 with pseudo-sequence HLA-DQA10501-DQB10201. The binding affinity (normalized) is 0.0550.